From a dataset of TCR-epitope binding with 47,182 pairs between 192 epitopes and 23,139 TCRs. Binary Classification. Given a T-cell receptor sequence (or CDR3 region) and an epitope sequence, predict whether binding occurs between them. (1) The TCR CDR3 sequence is CATSTDGLAGACGEETQYF. The epitope is YLDAYNMMI. Result: 1 (the TCR binds to the epitope). (2) The epitope is KPLEFGATSAAL. The TCR CDR3 sequence is CATSDYSGGLSGELFF. Result: 1 (the TCR binds to the epitope). (3) The epitope is GPGHKARVL. The TCR CDR3 sequence is CSVGQNSANTGELFF. Result: 1 (the TCR binds to the epitope). (4) The epitope is NQKLIANQF. The TCR CDR3 sequence is CASSLASQGNTEAFF. Result: 1 (the TCR binds to the epitope). (5) The epitope is ITEEVGHTDLMAAY. The TCR CDR3 sequence is CASSLSGDLTDTQYF. Result: 1 (the TCR binds to the epitope). (6) The epitope is NLVPMVATV. The TCR CDR3 sequence is CASSLLGLAGDYEQYF. Result: 1 (the TCR binds to the epitope).